This data is from Full USPTO retrosynthesis dataset with 1.9M reactions from patents (1976-2016). The task is: Predict the reactants needed to synthesize the given product. The reactants are: [N:1]1[CH:6]=[CH:5][C:4]([CH3:7])=[CH:3][CH:2]=1.[Li+].CC([N-]C(C)C)C.C(NC(C)C)(C)C.C([Li])CCC.CON(C)[C:31]([C:33]1[CH:42]=[CH:41][C:40]2[C:35](=[CH:36][CH:37]=[CH:38][CH:39]=2)[CH:34]=1)=[O:32].[Cl-].[NH4+]. Given the product [CH:34]1[C:35]2[C:40](=[CH:39][CH:38]=[CH:37][CH:36]=2)[CH:41]=[CH:42][C:33]=1[C:31](=[O:32])[CH2:7][C:4]1[CH:5]=[CH:6][N:1]=[CH:2][CH:3]=1, predict the reactants needed to synthesize it.